From a dataset of Forward reaction prediction with 1.9M reactions from USPTO patents (1976-2016). Predict the product of the given reaction. (1) Given the reactants [Cl:1][C:2]1[CH:7]=[CH:6][C:5]([C@H:8]2[N:15]3[C:11]([S:12][C:13]([C:19]([OH:21])=O)=[C:14]3[CH:16]([CH3:18])[CH3:17])=[N:10][C@:9]2([C:23]2[CH:28]=[CH:27][C:26]([Cl:29])=[CH:25][CH:24]=2)[CH3:22])=[CH:4][CH:3]=1.[NH:30]1[CH2:34][C:33](=[O:35])[NH:32][CH2:31]1, predict the reaction product. The product is: [Cl:1][C:2]1[CH:7]=[CH:6][C:5]([C@H:8]2[N:15]3[C:11]([S:12][C:13]([C:19]([N:30]4[CH2:34][C:33](=[O:35])[NH:32][CH2:31]4)=[O:21])=[C:14]3[CH:16]([CH3:17])[CH3:18])=[N:10][C@:9]2([C:23]2[CH:24]=[CH:25][C:26]([Cl:29])=[CH:27][CH:28]=2)[CH3:22])=[CH:4][CH:3]=1. (2) The product is: [Cl:1][C:2]1[C:7]([Cl:8])=[CH:6][C:5]2[NH:10][C:24]([NH:23][CH:17]([CH3:22])[CH3:18])=[N:25][C:4]=2[CH:3]=1. Given the reactants [Cl:1][C:2]1[CH:3]=[CH:4][C:5]([NH2:10])=[C:6](N)[C:7]=1[Cl:8].C(N=C=S)(C)C.[CH:17]1([N:23]=[C:24]=[N:25]C2CCCCC2)[CH2:22]CCC[CH2:18]1.C1(C)C=CC=CC=1, predict the reaction product. (3) Given the reactants [F:1][C:2]1[CH:11]=[C:10]([F:12])[CH:9]=[C:8]2[C:3]=1[CH:4]=[CH:5][C:6](=[O:29])[N:7]2[CH2:13][CH2:14][N:15]1[CH2:20][CH2:19][CH:18]([NH:21]C(=O)OC(C)(C)C)[CH2:17][CH2:16]1.Cl, predict the reaction product. The product is: [NH2:21][CH:18]1[CH2:17][CH2:16][N:15]([CH2:14][CH2:13][N:7]2[C:8]3[C:3](=[C:2]([F:1])[CH:11]=[C:10]([F:12])[CH:9]=3)[CH:4]=[CH:5][C:6]2=[O:29])[CH2:20][CH2:19]1. (4) Given the reactants [F:1][C:2]([F:25])([F:24])[CH2:3][N:4]1[C:8]([C:9]2[N:18]=[C:17]3[N:11]([CH2:12][CH2:13][O:14][C:15]4[CH:22]=[C:21]([OH:23])[CH:20]=[CH:19][C:16]=43)[CH:10]=2)=[N:7][CH:6]=[N:5]1.COC(=O)C(O)C(C)C.[CH2:35]([O:37][C:38](=[O:42])[C@@H:39](O)[CH3:40])[CH3:36].CO, predict the reaction product. The product is: [CH2:35]([O:37][C:38](=[O:42])[C@H:39]([O:23][C:21]1[CH:20]=[CH:19][C:16]2[C:17]3[N:11]([CH2:12][CH2:13][O:14][C:15]=2[CH:22]=1)[CH:10]=[C:9]([C:8]1[N:4]([CH2:3][C:2]([F:24])([F:1])[F:25])[N:5]=[CH:6][N:7]=1)[N:18]=3)[CH3:40])[CH3:36]. (5) Given the reactants [CH3:1][Si:2]([CH3:56])([CH3:55])[CH2:3][CH2:4][O:5][CH2:6][N:7]([CH2:47][O:48][CH2:49][CH2:50][Si:51]([CH3:54])([CH3:53])[CH3:52])[C:8]1[N:13]2[N:14]=[CH:15][C:16]([C:17]3[CH:18]=[N:19][N:20]([C:22]4[CH:27]=[CH:26][CH:25]=[CH:24][CH:23]=4)[CH:21]=3)=[C:12]2[N:11]=[C:10]([CH:28]2[CH2:33][CH2:32][C:31]([O:41][CH2:42][CH2:43][O:44][CH3:45])([C:34]([O:36][CH2:37][CH2:38][O:39][CH3:40])=[O:35])[CH2:30][CH2:29]2)[C:9]=1Br.C([Sn](CCCC)(CCCC)[C:62]([O:64][CH2:65][CH3:66])=[CH2:63])CCC, predict the reaction product. The product is: [CH3:1][Si:2]([CH3:56])([CH3:55])[CH2:3][CH2:4][O:5][CH2:6][N:7]([CH2:47][O:48][CH2:49][CH2:50][Si:51]([CH3:54])([CH3:53])[CH3:52])[C:8]1[N:13]2[N:14]=[CH:15][C:16]([C:17]3[CH:18]=[N:19][N:20]([C:22]4[CH:27]=[CH:26][CH:25]=[CH:24][CH:23]=4)[CH:21]=3)=[C:12]2[N:11]=[C:10]([CH:28]2[CH2:33][CH2:32][C:31]([O:41][CH2:42][CH2:43][O:44][CH3:45])([C:34]([O:36][CH2:37][CH2:38][O:39][CH3:40])=[O:35])[CH2:30][CH2:29]2)[C:9]=1[C:62]([O:64][CH2:65][CH3:66])=[CH2:63]. (6) Given the reactants [CH3:1][C:2]1[C:6]([N+:7]([O-:9])=[O:8])=[CH:5][N:4]([CH2:10][C:11](OCC)=[O:12])[N:3]=1.[H-].C([Al+]CC(C)C)C(C)C.C(O)(=O)CC(CC(O)=O)(C(O)=O)O, predict the reaction product. The product is: [CH3:1][C:2]1[C:6]([N+:7]([O-:9])=[O:8])=[CH:5][N:4]([CH2:10][CH2:11][OH:12])[N:3]=1.